This data is from Forward reaction prediction with 1.9M reactions from USPTO patents (1976-2016). The task is: Predict the product of the given reaction. (1) Given the reactants C([O:8][C:9](=[O:35])[CH2:10][C@@H:11]1[CH2:16][CH2:15][C@H:14]([O:17][CH:18]2[CH2:23][CH:22]3[CH2:24][CH:19]2[CH2:20][N:21]3C(OCC2C=CC=CC=2)=O)[CH2:13][CH2:12]1)C1C=CC=CC=1.C(O)C.[H][H], predict the reaction product. The product is: [CH:22]12[CH2:24][CH:19]([CH:18]([O:17][C@@H:14]3[CH2:13][CH2:12][C@H:11]([CH2:10][C:9]([OH:35])=[O:8])[CH2:16][CH2:15]3)[CH2:23]1)[CH2:20][NH:21]2. (2) Given the reactants [N:1]1([CH2:6][C:7]2[N:12]=[C:11]([C:13]([O:15]C)=[O:14])[CH:10]=[CH:9][CH:8]=2)[CH2:5][CH2:4][CH2:3][CH2:2]1.[OH-].[Na+].Cl, predict the reaction product. The product is: [N:1]1([CH2:6][C:7]2[N:12]=[C:11]([C:13]([OH:15])=[O:14])[CH:10]=[CH:9][CH:8]=2)[CH2:5][CH2:4][CH2:3][CH2:2]1.